Binary Classification. Given a T-cell receptor sequence (or CDR3 region) and an epitope sequence, predict whether binding occurs between them. From a dataset of TCR-epitope binding with 47,182 pairs between 192 epitopes and 23,139 TCRs. (1) The epitope is KAYNVTQAF. The TCR CDR3 sequence is CASSAGQRNTIYF. Result: 1 (the TCR binds to the epitope). (2) The TCR CDR3 sequence is CAISEPTDHEQYF. The epitope is LEPLVDLPI. Result: 1 (the TCR binds to the epitope). (3) The epitope is LPRRSGAAGA. The TCR CDR3 sequence is CASRYEASSYEQYF. Result: 0 (the TCR does not bind to the epitope). (4) The TCR CDR3 sequence is CASSSRTANSGANVLTF. The epitope is RLRPGGKKR. Result: 0 (the TCR does not bind to the epitope). (5) The epitope is KMQRMLLEK. The TCR CDR3 sequence is CASTGSVTEAFF. Result: 0 (the TCR does not bind to the epitope). (6) The epitope is RQLLFVVEV. The TCR CDR3 sequence is CASSKAGTGLSIAFF. Result: 1 (the TCR binds to the epitope). (7) The epitope is KLPDDFTGCV. The TCR CDR3 sequence is CASSLGHRSGNTIYF. Result: 1 (the TCR binds to the epitope). (8) The epitope is FVDGVPFVV. Result: 1 (the TCR binds to the epitope). The TCR CDR3 sequence is CASSSGGATDTQYF.